Predict the reactants needed to synthesize the given product. From a dataset of Full USPTO retrosynthesis dataset with 1.9M reactions from patents (1976-2016). (1) Given the product [C:8]([C:3]1[CH:4]=[CH:5][CH:6]=[CH:7][C:2]=1[C:26]1[CH:27]=[CH:28][C:23]([CH2:22][OH:21])=[CH:24][CH:25]=1)#[C:9][CH3:10], predict the reactants needed to synthesize it. The reactants are: Br[C:2]1[CH:7]=[CH:6][CH:5]=[CH:4][C:3]=1[C:8]#[C:9][CH3:10].BrC1C=C(OCC)C=CC=1.[OH:21][CH2:22][C:23]1[CH:28]=[CH:27][C:26](B(O)O)=[CH:25][CH:24]=1.C(=O)([O-])[O-].[Na+].[Na+]. (2) Given the product [CH2:3]([O:5][C:6]1[CH:11]=[C:10]([CH2:12][CH2:13][C:14]([OH:16])=[O:15])[CH:9]=[CH:8][C:7]=1[C:18]1[CH:23]=[CH:22][CH:21]=[C:20]([N:24]([CH3:35])[C:25]([NH:27][CH2:28][CH2:29][CH2:30][CH2:31][CH2:32][CH2:33][CH3:34])=[O:26])[CH:19]=1)[CH3:4], predict the reactants needed to synthesize it. The reactants are: [OH-].[Na+].[CH2:3]([O:5][C:6]1[CH:11]=[C:10]([CH2:12][CH2:13][C:14]([O:16]C)=[O:15])[CH:9]=[CH:8][C:7]=1[C:18]1[CH:23]=[CH:22][CH:21]=[C:20]([N:24]([CH3:35])[C:25]([NH:27][CH2:28][CH2:29][CH2:30][CH2:31][CH2:32][CH2:33][CH3:34])=[O:26])[CH:19]=1)[CH3:4]. (3) The reactants are: [F:1][C:2]([F:24])([F:23])[C:3]([CH3:22])([OH:21])[CH2:4][CH2:5][C:6]1[O:10][N:9]=[C:8]([C:11]2[CH:16]=[CH:15][C:14]([CH3:17])=[C:13]([N+:18]([O-])=O)[CH:12]=2)[N:7]=1.[Cl-].[NH4+]. Given the product [NH2:18][C:13]1[CH:12]=[C:11]([C:8]2[N:7]=[C:6]([CH2:5][CH2:4][C:3]([CH3:22])([OH:21])[C:2]([F:24])([F:23])[F:1])[O:10][N:9]=2)[CH:16]=[CH:15][C:14]=1[CH3:17], predict the reactants needed to synthesize it. (4) Given the product [C:1]1([N:7]2[C:12](=[O:13])[N:11]([CH2:27][CH2:26][CH2:25][CH3:17])[C:10](=[O:14])[C:9]([C:15]#[N:16])=[N:8]2)[CH:2]=[CH:3][CH:4]=[CH:5][CH:6]=1, predict the reactants needed to synthesize it. The reactants are: [C:1]1([N:7]2[C:12](=[O:13])[NH:11][C:10](=[O:14])[C:9]([C:15]#[N:16])=[N:8]2)[CH:6]=[CH:5][CH:4]=[CH:3][CH:2]=1.[CH3:17]N(C=O)C.[H-].[Na+].Br[CH2:25][CH:26]=[CH2:27]. (5) Given the product [Br:6][C:7]1[CH:12]=[CH:11][CH:10]=[CH:9][C:8]=1[CH2:13][CH2:14][CH2:15][O:16][S:2]([CH3:1])(=[O:4])=[O:3], predict the reactants needed to synthesize it. The reactants are: [CH3:1][S:2](Cl)(=[O:4])=[O:3].[Br:6][C:7]1[CH:12]=[CH:11][CH:10]=[CH:9][C:8]=1[CH2:13][CH2:14][CH2:15][OH:16].C(N(CC)CC)C.O. (6) Given the product [O:1]=[C:2]1[CH2:11][CH2:10][C:9]2[C:4](=[CH:5][C:6]([O:12][CH2:13][CH2:14][CH2:15][CH2:16][N:17]3[CH2:22][CH2:21][N:20]([C:23]4[C:31]5[CH:30]=[C:29]([C:32]([OH:34])=[O:33])[S:28][C:27]=5[CH:26]=[CH:25][CH:24]=4)[CH2:19][CH2:18]3)=[CH:7][CH:8]=2)[NH:3]1, predict the reactants needed to synthesize it. The reactants are: [O:1]=[C:2]1[CH2:11][CH2:10][C:9]2[C:4](=[CH:5][C:6]([O:12][CH2:13][CH2:14][CH2:15][CH2:16][N:17]3[CH2:22][CH2:21][N:20]([C:23]4[C:31]5[CH:30]=[C:29]([C:32]([O:34]CC)=[O:33])[S:28][C:27]=5[CH:26]=[CH:25][CH:24]=4)[CH2:19][CH2:18]3)=[CH:7][CH:8]=2)[NH:3]1.O.[OH-].[Li+]. (7) Given the product [C:14]([C:2]1[CH:7]=[CH:6][N:5]=[C:4]([S:8][CH3:9])[N:3]=1)#[CH:15], predict the reactants needed to synthesize it. The reactants are: Cl[C:2]1[CH:7]=[CH:6][N:5]=[C:4]([S:8][CH3:9])[N:3]=1.C[Si]([C:14]#[CH:15])(C)C. (8) Given the product [CH:1]1([OH:16])[CH2:15][CH2:14][CH2:13][CH2:12][CH2:11][CH2:10][CH2:9][CH2:8][CH2:7][CH2:6][CH2:5][CH2:4][CH2:3][CH2:2]1, predict the reactants needed to synthesize it. The reactants are: [C:1]1(=[O:16])[CH2:15][CH2:14][CH2:13][CH2:12][CH2:11][CH2:10][CH2:9][CH2:8][CH2:7][CH2:6][CH2:5][CH2:4][CH2:3][CH2:2]1.CCCCCC.O. (9) Given the product [CH3:30][C:29]([CH3:32])([CH3:31])[CH2:28][O:27][C:25](=[O:26])[NH:1][C:2]1[C:3]([C:7]2[NH:23][C:10]3=[CH:11][C:12]4[C:13]([CH3:22])([CH3:21])[C:14](=[O:20])[N:15]([CH2:18][CH3:19])[C:16]=4[CH:17]=[C:9]3[N:8]=2)=[N:4][NH:5][CH:6]=1, predict the reactants needed to synthesize it. The reactants are: [NH2:1][C:2]1[C:3]([C:7]2[NH:23][C:10]3=[CH:11][C:12]4[C:13]([CH3:22])([CH3:21])[C:14](=[O:20])[N:15]([CH2:18][CH3:19])[C:16]=4[CH:17]=[C:9]3[N:8]=2)=[N:4][NH:5][CH:6]=1.Cl[C:25]([O:27][CH2:28][C:29]([CH3:32])([CH3:31])[CH3:30])=[O:26].